Dataset: Full USPTO retrosynthesis dataset with 1.9M reactions from patents (1976-2016). Task: Predict the reactants needed to synthesize the given product. (1) Given the product [Cl:1][C:2]1[C:3]([CH2:52][C:53]2[CH:58]=[CH:57][C:56]([CH2:59][CH3:60])=[CH:55][CH:54]=2)=[CH:4][C:5]([C@:9]2([CH2:48][C:49]3([CH3:51])[CH2:50][O:66]3)[C@H:14]([O:15][CH2:16][C:17]3[CH:18]=[CH:19][CH:20]=[CH:21][CH:22]=3)[C@@H:13]([O:23][CH2:24][C:25]3[CH:30]=[CH:29][CH:28]=[CH:27][CH:26]=3)[C@H:12]([O:31][CH2:32][C:33]3[CH:38]=[CH:37][CH:36]=[CH:35][CH:34]=3)[C@@H:11]([CH2:39][O:40][CH2:41][C:42]3[CH:43]=[CH:44][CH:45]=[CH:46][CH:47]=3)[O:10]2)=[C:6]([OH:8])[CH:7]=1, predict the reactants needed to synthesize it. The reactants are: [Cl:1][C:2]1[C:3]([CH2:52][C:53]2[CH:58]=[CH:57][C:56]([CH2:59][CH3:60])=[CH:55][CH:54]=2)=[CH:4][C:5]([C@@:9]2([CH2:48][C:49]([CH3:51])=[CH2:50])[C@H:14]([O:15][CH2:16][C:17]3[CH:22]=[CH:21][CH:20]=[CH:19][CH:18]=3)[C@@H:13]([O:23][CH2:24][C:25]3[CH:30]=[CH:29][CH:28]=[CH:27][CH:26]=3)[C@H:12]([O:31][CH2:32][C:33]3[CH:38]=[CH:37][CH:36]=[CH:35][CH:34]=3)[C@@H:11]([CH2:39][O:40][CH2:41][C:42]3[CH:47]=[CH:46][CH:45]=[CH:44][CH:43]=3)[O:10]2)=[C:6]([OH:8])[CH:7]=1.ClC1C=C(C=CC=1)C(OO)=[O:66]. (2) Given the product [O:28]1[CH2:49][CH2:48][N:47]=[C:26]1/[CH:25]=[CH:24]/[C:23]1[C:19]([O:18][CH2:17][C:16]2[CH:35]=[CH:36][C:13]([O:12][CH2:11][C:9]3[N:10]=[C:6]([C:2]4[O:1][CH:5]=[CH:4][CH:3]=4)[O:7][C:8]=3[CH3:39])=[C:14]([O:37][CH3:38])[CH:15]=2)=[N:20][N:21]([C:29]2[CH:30]=[CH:31][CH:32]=[CH:33][CH:34]=2)[CH:22]=1, predict the reactants needed to synthesize it. The reactants are: [O:1]1[CH:5]=[CH:4][CH:3]=[C:2]1[C:6]1[O:7][C:8]([CH3:39])=[C:9]([CH2:11][O:12][C:13]2[CH:36]=[CH:35][C:16]([CH2:17][O:18][C:19]3[C:23]([CH:24]=[CH:25][C:26]([OH:28])=O)=[CH:22][N:21]([C:29]4[CH:34]=[CH:33][CH:32]=[CH:31][CH:30]=4)[N:20]=3)=[CH:15][C:14]=2[O:37][CH3:38])[N:10]=1.C(Cl)(=O)OCC.Cl.[NH2:47][CH2:48][CH2:49]Cl. (3) Given the product [N:7]1[CH:6]=[CH:5][CH:4]=[N:3][C:2]=1[C:25]1[CH:26]=[CH:27][CH:28]=[CH:29][C:24]=1[OH:23], predict the reactants needed to synthesize it. The reactants are: Cl[C:2]1[N:7]=[C:6](N2C(C(F)(F)F)=C(C(OCC)=O)C=N2)[CH:5]=[CH:4][N:3]=1.C[O:23][C:24]1[CH:29]=[CH:28][CH:27]=[CH:26][C:25]=1B(O)O.B(Br)(Br)Br. (4) Given the product [F:1][C:2]1[CH:7]=[CH:6][C:5]([S:8]([CH2:12][CH2:13][CH3:14])(=[O:23])=[O:9])=[CH:4][CH:3]=1, predict the reactants needed to synthesize it. The reactants are: [F:1][C:2]1[CH:7]=[CH:6][C:5]([SH:8])=[CH:4][CH:3]=1.[OH-:9].[Na+].I[CH2:12][CH2:13][CH3:14].ClC1C=CC=C(C(OO)=[O:23])C=1. (5) Given the product [Br:9][C:10]1[CH:15]=[CH:14][C:13]([Cl:16])=[C:12]([CH2:17][N:3]2[CH2:4][CH2:5][O:1][C:2]2=[O:6])[CH:11]=1, predict the reactants needed to synthesize it. The reactants are: [O:1]1[CH2:5][CH2:4][NH:3][C:2]1=[O:6].[H-].[Na+].[Br:9][C:10]1[CH:15]=[CH:14][C:13]([Cl:16])=[C:12]([CH2:17]Br)[CH:11]=1.[Cl-].[NH4+].